This data is from Reaction yield outcomes from USPTO patents with 853,638 reactions. The task is: Predict the reaction yield, written as a fraction of the theoretical maximum amount of product (1.0 means a 100% yield; for example, 0.34 means a 34% yield). The reactants are [CH2:1]([O:3][C:4](=[O:19])[C:5]([C:10]([C:12]1[C:17](Cl)=[N:16][CH:15]=[CH:14][N:13]=1)=[O:11])=[CH:6][N:7]([CH3:9])C)[CH3:2].C(OC(C1C(=O)C2C(=CC=CN=2)N(CC2[CH:42]=[CH:41][CH:40]=[CH:39][C:38]=2[C:43]2[CH:48]=[CH:47][CH:46]=[CH:45][CH:44]=2)C=1)=O)C. No catalyst specified. The product is [CH2:1]([O:3][C:4]([C:5]1[C:10](=[O:11])[C:12]2[C:17]([N:7]([CH2:9][C:38]3([C:43]4[CH:44]=[CH:45][CH:46]=[CH:47][CH:48]=4)[CH2:39][CH2:40][CH2:41][CH2:42]3)[CH:6]=1)=[N:16][CH:15]=[CH:14][N:13]=2)=[O:19])[CH3:2]. The yield is 0.300.